Dataset: Reaction yield outcomes from USPTO patents with 853,638 reactions. Task: Predict the reaction yield, written as a fraction of the theoretical maximum amount of product (1.0 means a 100% yield; for example, 0.34 means a 34% yield). (1) The reactants are C([O:8][C:9]1[CH:17]=[C:16]([O:18]CC2C=CC=CC=2)[C:15]([CH:26]([CH3:28])[CH3:27])=[CH:14][C:10]=1[C:11](O)=O)C1C=CC=CC=1.C(Cl)(=O)C(Cl)=O.C[N:36]([CH:38]=[O:39])C.[CH3:40][O:41][C:42]1[CH:47]=[CH:46][C:45]([NH2:48])=[CH:44][C:43]=1[N:49]([CH3:53])[CH2:50][CH2:51][CH3:52].C([N:56](CC)CC)C. The catalyst is ClCCl.C1COCC1.O.C(OCC)(=O)C. The product is [OH:39][C:38]1[N:48]([C:45]2[CH:46]=[CH:47][C:42]([O:41][CH3:40])=[C:43]([N:49]([CH3:53])[CH2:50][CH2:51][CH3:52])[CH:44]=2)[C:11]([C:10]2[CH:14]=[C:15]([CH:26]([CH3:27])[CH3:28])[C:16]([OH:18])=[CH:17][C:9]=2[OH:8])=[N:56][N:36]=1. The yield is 0.930. (2) The reactants are [OH:1][CH:2]1[CH2:7][CH2:6][NH:5][CH2:4][CH2:3]1.[CH3:8][C:9]1[CH:16]=[CH:15][C:12]([CH2:13]Cl)=[CH:11][CH:10]=1.C(=O)([O-])[O-].[K+].[K+]. The catalyst is C(O)(C)(C)C. The product is [CH3:8][C:9]1[CH:16]=[CH:15][C:12]([CH2:13][N:5]2[CH2:6][CH2:7][CH:2]([OH:1])[CH2:3][CH2:4]2)=[CH:11][CH:10]=1. The yield is 0.520.